Dataset: Full USPTO retrosynthesis dataset with 1.9M reactions from patents (1976-2016). Task: Predict the reactants needed to synthesize the given product. (1) Given the product [CH3:27][N:8]([C:6]1[C:5]([CH3:28])=[CH:4][N:3]=[C:2]([NH:36][C:34]2[CH:33]=[N:32][N:31]([CH3:30])[CH:35]=2)[N:7]=1)[CH:9]1[CH2:26][CH2:25][C:12]2([CH2:17][CH2:16][N:15]([C:18]([O:20][C:21]([CH3:24])([CH3:23])[CH3:22])=[O:19])[CH2:14][CH2:13]2)[CH2:11][CH2:10]1, predict the reactants needed to synthesize it. The reactants are: Cl[C:2]1[N:7]=[C:6]([N:8]([CH3:27])[CH:9]2[CH2:26][CH2:25][C:12]3([CH2:17][CH2:16][N:15]([C:18]([O:20][C:21]([CH3:24])([CH3:23])[CH3:22])=[O:19])[CH2:14][CH2:13]3)[CH2:11][CH2:10]2)[C:5]([CH3:28])=[CH:4][N:3]=1.Cl.[CH3:30][N:31]1[CH:35]=[C:34]([NH2:36])[CH:33]=[N:32]1.CCN(C(C)C)C(C)C. (2) Given the product [CH2:39]([N:24]([CH2:22][CH3:23])[CH2:25][CH2:26][NH:27][C:28]([C:30]1[C:34]([CH3:35])=[C:33](/[CH:36]=[C:15]2\[C:16](=[O:21])[NH:17][C:18]3[C:14]\2=[CH:13][C:12]([C:10]2[S:11][C:7]([C:1]4[CH:2]=[CH:3][CH:4]=[CH:5][CH:6]=4)=[CH:8][CH:9]=2)=[CH:20][CH:19]=3)[NH:32][C:31]=1[CH3:38])=[O:29])[CH3:40], predict the reactants needed to synthesize it. The reactants are: [C:1]1([C:7]2[S:11][C:10]([C:12]3[CH:13]=[C:14]4[C:18](=[CH:19][CH:20]=3)[NH:17][C:16](=[O:21])[CH2:15]4)=[CH:9][CH:8]=2)[CH:6]=[CH:5][CH:4]=[CH:3][CH:2]=1.[CH2:22]([N:24]([CH2:39][CH3:40])[CH2:25][CH2:26][NH:27][C:28]([C:30]1[C:34]([CH3:35])=[C:33]([CH:36]=O)[NH:32][C:31]=1[CH3:38])=[O:29])[CH3:23].N1CCCCC1. (3) Given the product [C:40]([N:11]([CH2:10][C:8]1[CH:7]=[CH:6][C:5]2[O:1][CH2:2][O:3][C:4]=2[CH:9]=1)[CH2:12][CH2:13][CH:14]1[CH2:19][CH2:18][CH2:17][CH2:16][N:15]1[C:20]1[CH:25]=[CH:24][N:23]=[C:22]([N:26]2[CH:30]=[CH:29][N:28]=[CH:27]2)[N:21]=1)(=[O:42])[CH3:41], predict the reactants needed to synthesize it. The reactants are: [O:1]1[C:5]2[CH:6]=[CH:7][C:8]([CH2:10][NH:11][CH2:12][CH2:13][CH:14]3[CH2:19][CH2:18][CH2:17][CH2:16][N:15]3[C:20]3[CH:25]=[CH:24][N:23]=[C:22]([N:26]4[CH:30]=[CH:29][N:28]=[CH:27]4)[N:21]=3)=[CH:9][C:4]=2[O:3][CH2:2]1.CCN(C(C)C)C(C)C.[C:40](OC(=O)C)(=[O:42])[CH3:41]. (4) Given the product [CH2:1]([N:3]1[CH:8]([CH3:9])[C:7]([CH3:10])([CH3:11])[O:6][C:5](=[O:12])[CH:4]1[CH2:13][C:14]([NH:57][C:56]1[CH:58]=[CH:59][C:53]([CH:50]([CH3:52])[CH3:51])=[CH:54][CH:55]=1)=[O:16])[CH3:2], predict the reactants needed to synthesize it. The reactants are: [CH2:1]([N:3]1[CH:8]([CH3:9])[C:7]([CH3:11])([CH3:10])[O:6][C:5](=[O:12])[CH:4]1[CH2:13][C:14]([OH:16])=O)[CH3:2].C(N(C(C)C)CC)(C)C.CN(C(ON1N=NC2C=CC=NC1=2)=[N+](C)C)C.F[P-](F)(F)(F)(F)F.[CH:50]([C:53]1[CH:59]=[CH:58][C:56]([NH2:57])=[CH:55][CH:54]=1)([CH3:52])[CH3:51]. (5) Given the product [Br:1][C:2]1[CH:3]=[C:4]([C:8]2([C:11]([NH2:12])=[O:13])[CH2:9][CH2:10]2)[CH:5]=[N:6][CH:7]=1, predict the reactants needed to synthesize it. The reactants are: [Br:1][C:2]1[CH:3]=[C:4]([C:8]2([C:11]#[N:12])[CH2:10][CH2:9]2)[CH:5]=[N:6][CH:7]=1.[OH-:13].[NH4+].OO.